Dataset: Full USPTO retrosynthesis dataset with 1.9M reactions from patents (1976-2016). Task: Predict the reactants needed to synthesize the given product. (1) Given the product [F:23][C:24]1[CH:31]=[CH:30][C:27]([CH2:28][N:1]2[CH2:6][CH2:5][CH2:4][CH2:3][C@@H:2]2[C:7]([NH:9][C:10]2([C:13]3[CH:14]=[CH:15][C:16]([C:17]([O:19][CH3:20])=[O:18])=[CH:21][CH:22]=3)[CH2:12][CH2:11]2)=[O:8])=[CH:26][C:25]=1[CH3:32], predict the reactants needed to synthesize it. The reactants are: [NH:1]1[CH2:6][CH2:5][CH2:4][CH2:3][C@@H:2]1[C:7]([NH:9][C:10]1([C:13]2[CH:22]=[CH:21][C:16]([C:17]([O:19][CH3:20])=[O:18])=[CH:15][CH:14]=2)[CH2:12][CH2:11]1)=[O:8].[F:23][C:24]1[CH:31]=[CH:30][C:27]([CH:28]=O)=[CH:26][C:25]=1[CH3:32].[BH-](OC(C)=O)(OC(C)=O)OC(C)=O.[Na+].CC(O)=O. (2) Given the product [Cl:21][C:22]1[N:23]=[CH:24][N:25]=[C:26]([N:3]2[C:4]3[CH:18]=[CH:17][CH:16]=[CH:15][C:5]=3[N:6]([CH2:7][C:8]([O:10][C:11]([CH3:14])([CH3:13])[CH3:12])=[O:9])[C:2]2=[O:1])[CH:27]=1, predict the reactants needed to synthesize it. The reactants are: [O:1]=[C:2]1[N:6]([CH2:7][C:8]([O:10][C:11]([CH3:14])([CH3:13])[CH3:12])=[O:9])[C:5]2[CH:15]=[CH:16][CH:17]=[CH:18][C:4]=2[NH:3]1.[H-].[Na+].[Cl:21][C:22]1[CH:27]=[C:26](Cl)[N:25]=[CH:24][N:23]=1. (3) Given the product [Cl:1][C:2]1[N:3]([CH2:10][C@@:11]2([CH3:18])[CH2:12][O:19]2)[CH:4]=[C:5]([N+:7]([O-:9])=[O:8])[N:6]=1, predict the reactants needed to synthesize it. The reactants are: [Cl:1][C:2]1[N:3]([CH2:10][C@@:11]([OH:19])([CH3:18])[CH2:12]OS(C)(=O)=O)[CH:4]=[C:5]([N+:7]([O-:9])=[O:8])[N:6]=1.C1CCN2C(=NCCC2)CC1. (4) Given the product [O:1]1[C:5]2[CH:6]=[CH:7][CH:8]=[CH:9][C:4]=2[CH:3]=[C:2]1[C:10]1[N:14]2[N:15]=[C:16]([NH:20][CH2:21][C@H:22]([C:24]3[CH:29]=[CH:28][CH:27]=[CH:26][CH:25]=3)[OH:23])[CH:17]=[CH:18][C:13]2=[N:12][CH:11]=1, predict the reactants needed to synthesize it. The reactants are: [O:1]1[C:5]2[CH:6]=[CH:7][CH:8]=[CH:9][C:4]=2[CH:3]=[C:2]1[C:10]1[N:14]2[N:15]=[C:16](Cl)[CH:17]=[CH:18][C:13]2=[N:12][CH:11]=1.[NH2:20][CH2:21][C@H:22]([C:24]1[CH:29]=[CH:28][CH:27]=[CH:26][CH:25]=1)[OH:23].[Cl-].[NH4+]. (5) Given the product [F:1][C:2]1[CH:7]=[CH:6][CH:5]=[CH:4][C:3]=1[C:8]1[N:9]=[C:10]([CH2:27][NH:28][CH3:29])[S:11][C:12]=1[S:13]([C:16]1[CH:21]=[CH:20][CH:19]=[C:18]([N:22]2[CH2:23][CH2:24][CH2:25][CH2:26]2)[CH:17]=1)(=[O:14])=[O:15], predict the reactants needed to synthesize it. The reactants are: [F:1][C:2]1[CH:7]=[CH:6][CH:5]=[CH:4][C:3]=1[C:8]1[N:9]=[C:10]([CH2:27][N:28](C)[C:29](=O)OC(C)(C)C)[S:11][C:12]=1[S:13]([C:16]1[CH:21]=[CH:20][CH:19]=[C:18]([N:22]2[CH2:26][CH2:25][CH2:24][CH2:23]2)[CH:17]=1)(=[O:15])=[O:14].C(OCC)(=O)C.Cl. (6) Given the product [CH2:3]([O:5][C:6](=[O:28])[CH2:7][C:8]1[CH:13]=[CH:12][N:11]=[C:10]([C:14]2[CH:19]=[CH:18][C:17]([C:20]([F:21])([F:23])[F:22])=[CH:16][C:15]=2[CH2:24][N:25]([C:32]([CH:29]2[CH2:31][CH2:30]2)=[O:33])[CH2:26][CH3:27])[CH:9]=1)[CH3:4], predict the reactants needed to synthesize it. The reactants are: Cl.Cl.[CH2:3]([O:5][C:6](=[O:28])[CH2:7][C:8]1[CH:13]=[CH:12][N:11]=[C:10]([C:14]2[CH:19]=[CH:18][C:17]([C:20]([F:23])([F:22])[F:21])=[CH:16][C:15]=2[CH2:24][NH:25][CH2:26][CH3:27])[CH:9]=1)[CH3:4].[CH:29]1([C:32](Cl)=[O:33])[CH2:31][CH2:30]1. (7) Given the product [Cl:10][C:7]1[CH:8]=[CH:9][C:4]([C:3]([OH:27])=[O:2])=[CH:5][C:6]=1[NH:11][C:12]([C:14]1[C:15](=[O:26])[NH:16][C:17]2[C:22]([CH:23]=1)=[CH:21][N:20]=[C:19]([O:24][CH3:25])[CH:18]=2)=[O:13], predict the reactants needed to synthesize it. The reactants are: C[O:2][C:3](=[O:27])[C:4]1[CH:9]=[CH:8][C:7]([Cl:10])=[C:6]([NH:11][C:12]([C:14]2[C:15](=[O:26])[NH:16][C:17]3[C:22]([CH:23]=2)=[CH:21][N:20]=[C:19]([O:24][CH3:25])[CH:18]=3)=[O:13])[CH:5]=1.[OH-].[Na+].Cl. (8) The reactants are: [NH2:1][C:2]1[N:10]=[C:9]([CH2:11][O:12][CH3:13])[CH:8]=[CH:7][C:3]=1[C:4]([OH:6])=O.[F:14][C:15]([F:33])([F:32])[O:16][C:17]1[CH:18]=[C:19]([O:23][C:24]2[CH:25]=[C:26]([CH:29]=[CH:30][CH:31]=2)[CH2:27][NH2:28])[CH:20]=[CH:21][CH:22]=1.C(N(CC)CC)C.CN([P+](ON1N=NC2C=CC=CC1=2)(N(C)C)N(C)C)C.F[P-](F)(F)(F)(F)F. Given the product [F:14][C:15]([F:32])([F:33])[O:16][C:17]1[CH:18]=[C:19]([O:23][C:24]2[CH:25]=[C:26]([CH2:27][NH:28][C:4](=[O:6])[C:3]3[CH:7]=[CH:8][C:9]([CH2:11][O:12][CH3:13])=[N:10][C:2]=3[NH2:1])[CH:29]=[CH:30][CH:31]=2)[CH:20]=[CH:21][CH:22]=1, predict the reactants needed to synthesize it. (9) Given the product [CH2:1]([O:8][C:9]1[CH:14]=[C:13]([F:15])[CH:12]=[CH:11][C:10]=1[NH2:16])[C:2]1[CH:3]=[CH:4][CH:5]=[CH:6][CH:7]=1, predict the reactants needed to synthesize it. The reactants are: [CH2:1]([O:8][C:9]1[CH:14]=[C:13]([F:15])[CH:12]=[CH:11][C:10]=1[N+:16]([O-])=O)[C:2]1[CH:7]=[CH:6][CH:5]=[CH:4][CH:3]=1.Cl[Sn]Cl.